Dataset: Ames mutagenicity test results for genotoxicity prediction. Task: Regression/Classification. Given a drug SMILES string, predict its toxicity properties. Task type varies by dataset: regression for continuous values (e.g., LD50, hERG inhibition percentage) or binary classification for toxic/non-toxic outcomes (e.g., AMES mutagenicity, cardiotoxicity, hepatotoxicity). Dataset: ames. The molecule is NCCNC(=O)c1ccc(Cl)cn1. The result is 0 (non-mutagenic).